This data is from NCI-60 drug combinations with 297,098 pairs across 59 cell lines. The task is: Regression. Given two drug SMILES strings and cell line genomic features, predict the synergy score measuring deviation from expected non-interaction effect. (1) Drug 1: C(=O)(N)NO. Synergy scores: CSS=38.5, Synergy_ZIP=0.0759, Synergy_Bliss=-0.0648, Synergy_Loewe=-22.9, Synergy_HSA=1.09. Cell line: 786-0. Drug 2: CC1C(C(CC(O1)OC2CC(CC3=C2C(=C4C(=C3O)C(=O)C5=CC=CC=C5C4=O)O)(C(=O)C)O)N)O. (2) Drug 1: C1CN1P(=S)(N2CC2)N3CC3. Drug 2: C1CN1C2=NC(=NC(=N2)N3CC3)N4CC4. Cell line: NCI-H522. Synergy scores: CSS=29.1, Synergy_ZIP=-10.00, Synergy_Bliss=-6.22, Synergy_Loewe=-3.93, Synergy_HSA=-1.73. (3) Drug 1: C1CC(=O)NC(=O)C1N2C(=O)C3=CC=CC=C3C2=O. Drug 2: C(CN)CNCCSP(=O)(O)O. Cell line: CCRF-CEM. Synergy scores: CSS=4.09, Synergy_ZIP=-2.58, Synergy_Bliss=-2.72, Synergy_Loewe=0.849, Synergy_HSA=-0.388. (4) Drug 1: CC1OCC2C(O1)C(C(C(O2)OC3C4COC(=O)C4C(C5=CC6=C(C=C35)OCO6)C7=CC(=C(C(=C7)OC)O)OC)O)O. Drug 2: CC1=C(N=C(N=C1N)C(CC(=O)N)NCC(C(=O)N)N)C(=O)NC(C(C2=CN=CN2)OC3C(C(C(C(O3)CO)O)O)OC4C(C(C(C(O4)CO)O)OC(=O)N)O)C(=O)NC(C)C(C(C)C(=O)NC(C(C)O)C(=O)NCCC5=NC(=CS5)C6=NC(=CS6)C(=O)NCCC[S+](C)C)O. Cell line: ACHN. Synergy scores: CSS=77.6, Synergy_ZIP=-4.00, Synergy_Bliss=-4.31, Synergy_Loewe=-0.173, Synergy_HSA=3.30.